Dataset: Reaction yield outcomes from USPTO patents with 853,638 reactions. Task: Predict the reaction yield, written as a fraction of the theoretical maximum amount of product (1.0 means a 100% yield; for example, 0.34 means a 34% yield). (1) The reactants are C([O:8][C:9]1[CH:22]=[CH:21][C:12]([CH2:13][C@H:14]2[CH2:18][O:17][C:16]([CH3:20])([CH3:19])[O:15]2)=[CH:11][CH:10]=1)C1C=CC=CC=1.[H][H]. The catalyst is C(OCC)(=O)C.[Pd]. The product is [CH3:19][C:16]1([CH3:20])[O:15][C@@H:14]([CH2:13][C:12]2[CH:21]=[CH:22][C:9]([OH:8])=[CH:10][CH:11]=2)[CH2:18][O:17]1. The yield is 1.00. (2) The reactants are [CH2:1]([O:8][N:9]1[C:15](=[O:16])[N:14]2[CH2:17][C@H:10]1[CH2:11][CH2:12][C@H:13]2[C:18]([OH:20])=O)[C:2]1[CH:7]=[CH:6][CH:5]=[CH:4][CH:3]=1.[NH2:21][N:22]1[CH2:27][CH2:26][N:25]([C:28]([O:30][C:31]([CH3:34])([CH3:33])[CH3:32])=[O:29])[CH2:24][CH2:23]1.ON1C2C=CC=CC=2N=N1.Cl.C(N=C=NCCCN(C)C)C. The catalyst is C(Cl)Cl.CN(C)C1C=CN=CC=1. The product is [CH2:1]([O:8][N:9]1[C:15](=[O:16])[N:14]2[CH2:17][C@H:10]1[CH2:11][CH2:12][C@H:13]2[C:18]([NH:21][N:22]1[CH2:23][CH2:24][N:25]([C:28]([O:30][C:31]([CH3:34])([CH3:33])[CH3:32])=[O:29])[CH2:26][CH2:27]1)=[O:20])[C:2]1[CH:3]=[CH:4][CH:5]=[CH:6][CH:7]=1. The yield is 0.880. (3) The reactants are [Cl:1][C:2]1[CH:3]=[CH:4][C:5]2[S:9][C:8]([CH2:10][O:11][C:12]3[CH:13]=[C:14]([CH:17]=[CH:18][N:19]=3)[C:15]#[N:16])=[N:7][C:6]=2[CH:20]=1.[OH2:21].N. The catalyst is OS(O)(=O)=O. The product is [Cl:1][C:2]1[CH:3]=[CH:4][C:5]2[S:9][C:8]([CH2:10][O:11][C:12]3[CH:13]=[C:14]([CH:17]=[CH:18][N:19]=3)[C:15]([NH2:16])=[O:21])=[N:7][C:6]=2[CH:20]=1. The yield is 0.470. (4) The catalyst is O1CCOCC1.C1C=CC([PH+]([C]2[CH][CH][CH][CH]2)C2C=CC=CC=2)=CC=1.C1C=CC([PH+]([C]2[CH][CH][CH][CH]2)C2C=CC=CC=2)=CC=1.C(Cl)Cl.Cl[Pd]Cl.[Fe]. The product is [N:54]1[CH:55]=[CH:56][C:51]([C:44]2[CH:45]=[CH:46][N:47]=[C:48]3[C:43]=2[N:42]=[C:41]([C:2]2[CH:3]=[C:4]([S:8]([NH2:11])(=[O:10])=[O:9])[CH:5]=[N:6][CH:7]=2)[CH:50]=[CH:49]3)=[CH:52][CH:53]=1. The reactants are Br[C:2]1[CH:3]=[C:4]([S:8]([NH2:11])(=[O:10])=[O:9])[CH:5]=[N:6][CH:7]=1.B1(B2OC(C)(C)C(C)(C)O2)OC(C)(C)C(C)(C)O1.C([O-])(=O)C.[K+].FC(F)(F)S(O[C:41]1[CH:50]=[CH:49][C:48]2[C:43](=[C:44]([C:51]3[CH:56]=[CH:55][N:54]=[CH:53][CH:52]=3)[CH:45]=[CH:46][N:47]=2)[N:42]=1)(=O)=O.C(=O)(O)[O-].[Na+]. The yield is 0.320. (5) The yield is 0.901. No catalyst specified. The product is [F:22][C:23]1[CH:24]=[C:25]([C:31]2[CH:32]=[C:33]([C:38]([O:40][CH3:41])=[O:39])[C:34](=[O:37])[N:35]([CH2:11][CH2:10][CH2:9][C:3]3[CH:2]=[CH:7][C:6]([F:8])=[CH:5][CH:4]=3)[N:36]=2)[CH:26]=[CH:27][C:28]=1[O:29][CH3:30]. The reactants are F[C:2]1[CH:7]=[C:6]([F:8])[CH:5]=[CH:4][C:3]=1[C:9]1[CH:10]=[C:11](CO)C(=O)N(CC(C)C)N=1.[F:22][C:23]1[CH:24]=[C:25]([C:31]2[CH:32]=[C:33]([C:38]([O:40][CH3:41])=[O:39])[C:34](=[O:37])[NH:35][N:36]=2)[CH:26]=[CH:27][C:28]=1[O:29][CH3:30].S([O-])(=O)(=O)C.FC1C=CC(CCCO)=CC=1.